Dataset: Forward reaction prediction with 1.9M reactions from USPTO patents (1976-2016). Task: Predict the product of the given reaction. (1) Given the reactants [NH2:1][C:2]1[NH:6][N:5]=[C:4]([CH3:7])[C:3]=1[C:8]1[S:9][C:10]2[CH:16]=[C:15]([S:17](Cl)(=[O:19])=[O:18])[CH:14]=[CH:13][C:11]=2[N:12]=1.[C:21]1([NH:27][NH2:28])[CH:26]=[CH:25][CH:24]=[CH:23][CH:22]=1.C[N:30]1CCOCC1, predict the reaction product. The product is: [C:21]1([NH:27][NH:28][NH:30][S:17]([C:15]2[CH:14]=[CH:13][C:11]3[N:12]=[C:8]([C:3]4[C:4]([CH3:7])=[N:5][NH:6][C:2]=4[NH2:1])[S:9][C:10]=3[CH:16]=2)(=[O:19])=[O:18])[CH:26]=[CH:25][CH:24]=[CH:23][CH:22]=1. (2) The product is: [CH:1]1([N:6]2[CH2:7][CH2:8][N:9]([C:12]([C:14]3[CH:15]=[C:16]4[C:20](=[CH:21][CH:22]=3)[N:19]([CH2:40][C:41]([F:44])([F:43])[F:42])[C:18]([C:23]([N:25]3[CH2:26][CH2:27][C:28]([F:31])([F:32])[CH2:29][CH2:30]3)=[O:24])=[CH:17]4)=[O:13])[CH2:10][CH2:11]2)[CH2:5][CH2:4][CH2:3][CH2:2]1. Given the reactants [CH:1]1([N:6]2[CH2:11][CH2:10][N:9]([C:12]([C:14]3[CH:15]=[C:16]4[C:20](=[CH:21][CH:22]=3)[NH:19][C:18]([C:23]([N:25]3[CH2:30][CH2:29][C:28]([F:32])([F:31])[CH2:27][CH2:26]3)=[O:24])=[CH:17]4)=[O:13])[CH2:8][CH2:7]2)[CH2:5][CH2:4][CH2:3][CH2:2]1.[H-].[Na+].CS(O[CH2:40][C:41]([F:44])([F:43])[F:42])(=O)=O, predict the reaction product.